Dataset: Forward reaction prediction with 1.9M reactions from USPTO patents (1976-2016). Task: Predict the product of the given reaction. (1) Given the reactants C(O)C.C([O:11][CH2:12][CH2:13][CH2:14][O:15][C:16]1[CH:25]=[C:24]2[C:19]([CH2:20][CH2:21][C:22]([CH2:31][CH3:32])([C:26]([O:28][CH2:29][CH3:30])=[O:27])[O:23]2)=[CH:18][CH:17]=1)C1C=CC=CC=1, predict the reaction product. The product is: [OH:11][CH2:12][CH2:13][CH2:14][O:15][C:16]1[CH:25]=[C:24]2[C:19]([CH2:20][CH2:21][C:22]([CH2:31][CH3:32])([C:26]([O:28][CH2:29][CH3:30])=[O:27])[O:23]2)=[CH:18][CH:17]=1. (2) Given the reactants [OH2:1].[OH-].[Li+].[F:4][C:5]1[CH:12]=[C:11]([N:13]2[CH:17]=[C:16]([CH3:18])[N:15]=[CH:14]2)[C:10]([O:19][CH3:20])=[CH:9][C:6]=1[CH:7]=O.[OH-].[Na+].Cl.[CH2:24]1[CH2:28][O:27]CC1, predict the reaction product. The product is: [F:4][C:5]1[CH:12]=[C:11]([N:13]2[CH:17]=[C:16]([CH3:18])[N:15]=[CH:14]2)[C:10]([O:19][CH3:20])=[CH:9][C:6]=1/[CH:7]=[CH:24]/[C:28]([OH:1])=[O:27]. (3) Given the reactants [CH:1]1([C:4]2[N:9]=[C:8]([CH3:10])[C:7]([C:11]([OH:13])=O)=[CH:6][N:5]=2)[CH2:3][CH2:2]1.CN[C:16]1[N:17]=[N:18][CH:19]=[CH:20][CH:21]=1.[N:22]1C=CC=C[CH:23]=1.ClCCl.CO, predict the reaction product. The product is: [N:17]1[CH:16]=[CH:21][C:20]([N:22]([CH3:23])[C:11]([C:7]2[C:8]([CH3:10])=[N:9][C:4]([CH:1]3[CH2:2][CH2:3]3)=[N:5][CH:6]=2)=[O:13])=[CH:19][N:18]=1. (4) Given the reactants [NH2:1][C:2]1[C:7]([O:8][C:9]2[CH:14]=[CH:13][C:12]([F:15])=[C:11]([F:16])[CH:10]=2)=[CH:6][C:5]([S:17][C:18]2[CH:23]=[CH:22][CH:21]=[CH:20][N:19]=2)=[CH:4][N:3]=1.Cl[C:25]1[CH:32]=[CH:31][C:28]([C:29]#[N:30])=[CH:27][N:26]=1.C(=O)([O-])[O-].[Cs+].[Cs+].C1(P(C2C=CC=CC=2)C2C3OC4C(=CC=CC=4P(C4C=CC=CC=4)C4C=CC=CC=4)C(C)(C)C=3C=CC=2)C=CC=CC=1.O.[Cl-].[NH4+], predict the reaction product. The product is: [F:16][C:11]1[CH:10]=[C:9]([CH:14]=[CH:13][C:12]=1[F:15])[O:8][C:7]1[C:2]([NH:1][C:25]2[CH:32]=[CH:31][C:28]([C:29]#[N:30])=[CH:27][N:26]=2)=[N:3][CH:4]=[C:5]([S:17][C:18]2[CH:23]=[CH:22][CH:21]=[CH:20][N:19]=2)[CH:6]=1. (5) Given the reactants [F:1][C:2]1([F:43])[CH2:5][CH:4]([C:6]2[CH:11]=[C:10]([CH2:12][N:13]3[CH2:16][C:15]4([CH2:20][C:19]([N:21]5[CH2:26][CH2:25][C:24]([CH3:32])([C:27]([O:29]CC)=[O:28])[CH2:23][CH2:22]5)=[N:18][O:17]4)[CH2:14]3)[CH:9]=[C:8]([O:33][CH2:34][CH3:35])[C:7]=2[C:36]2[CH:41]=[CH:40][C:39]([F:42])=[CH:38][CH:37]=2)[CH2:3]1.[OH-].[Na+].C(O)C.Cl, predict the reaction product. The product is: [F:43][C:2]1([F:1])[CH2:5][CH:4]([C:6]2[CH:11]=[C:10]([CH2:12][N:13]3[CH2:14][C:15]4([CH2:20][C:19]([N:21]5[CH2:22][CH2:23][C:24]([CH3:32])([C:27]([OH:29])=[O:28])[CH2:25][CH2:26]5)=[N:18][O:17]4)[CH2:16]3)[CH:9]=[C:8]([O:33][CH2:34][CH3:35])[C:7]=2[C:36]2[CH:37]=[CH:38][C:39]([F:42])=[CH:40][CH:41]=2)[CH2:3]1. (6) Given the reactants Cl[C:2]1[N:7]=[C:6]([NH:8][C:9]2[CH:14]=[CH:13][C:12]3[O:15][CH2:16][CH2:17][O:18][C:11]=3[CH:10]=2)[C:5]([F:19])=[CH:4][N:3]=1.[CH:20]([C:23]1[CH:29]=[CH:28][C:26]([NH2:27])=[CH:25][CH:24]=1)([CH3:22])[CH3:21], predict the reaction product. The product is: [CH2:17]1[CH2:16][O:15][C:12]2[CH:13]=[CH:14][C:9]([NH:8][C:6]3[C:5]([F:19])=[CH:4][N:3]=[C:2]([NH:27][C:26]4[CH:28]=[CH:29][C:23]([CH:20]([CH3:22])[CH3:21])=[CH:24][CH:25]=4)[N:7]=3)=[CH:10][C:11]=2[O:18]1. (7) Given the reactants [C:1]([C:5]1[O:9][C:8]([CH2:10]Br)=[C:7]([C:12]([O:14][CH3:15])=[O:13])[CH:6]=1)([CH3:4])([CH3:3])[CH3:2].[NH:16]1[CH2:21][CH2:20][CH2:19][CH2:18][CH2:17]1, predict the reaction product. The product is: [C:1]([C:5]1[O:9][C:8]([CH2:10][N:16]2[CH2:21][CH2:20][CH2:19][CH2:18][CH2:17]2)=[C:7]([C:12]([O:14][CH3:15])=[O:13])[CH:6]=1)([CH3:4])([CH3:3])[CH3:2]. (8) Given the reactants [CH2:1]([O:3][C:4](=[O:27])[C:5]1[CH:10]=[CH:9][C:8]([N:11]2[C:15](=O)[C:14]3([CH2:22][CH2:21][CH2:20][CH2:19][CH2:18][CH2:17]3)[N:13]([CH:23]3[CH2:25][CH2:24]3)[C:12]2=[O:26])=[CH:7][CH:6]=1)[CH3:2].[BH4-].[Na+], predict the reaction product. The product is: [CH2:1]([O:3][C:4](=[O:27])[C:5]1[CH:10]=[CH:9][C:8]([N:11]2[CH2:15][C:14]3([CH2:22][CH2:21][CH2:20][CH2:19][CH2:18][CH2:17]3)[N:13]([CH:23]3[CH2:25][CH2:24]3)[C:12]2=[O:26])=[CH:7][CH:6]=1)[CH3:2]. (9) Given the reactants [O:1]=[C:2]1[NH:6][C:5]([C:7]2[CH:12]=[CH:11][CH:10]=[CH:9][CH:8]=2)=[CH:4][N:3]1[CH:13]1[CH2:18][CH2:17][N:16]([C:19]([O:21][C@H:22]2[N:28]=[C:27]([C:29]3[CH:34]=[CH:33][CH:32]=[CH:31][CH:30]=3)[C:26]3[CH:35]=[CH:36][CH:37]=[CH:38][C:25]=3[N:24]([CH2:39][C:40]([F:43])([F:42])[F:41])[C:23]2=[O:44])=[O:20])[CH2:15][CH2:14]1.Cl.[CH3:46][O:47]C1C=C(C2NC(=O)N(C3CCNCC3)C=2)C=CC=1, predict the reaction product. The product is: [O:1]=[C:2]1[NH:6][C:5]([C:7]2[CH:12]=[CH:11][CH:10]=[C:9]([O:47][CH3:46])[CH:8]=2)=[CH:4][N:3]1[CH:13]1[CH2:18][CH2:17][N:16]([C:19]([O:21][C@H:22]2[N:28]=[C:27]([C:29]3[CH:34]=[CH:33][CH:32]=[CH:31][CH:30]=3)[C:26]3[CH:35]=[CH:36][CH:37]=[CH:38][C:25]=3[N:24]([CH2:39][C:40]([F:43])([F:42])[F:41])[C:23]2=[O:44])=[O:20])[CH2:15][CH2:14]1. (10) Given the reactants C(OC(=O)[NH:7][C:8]1[CH:13]=[CH:12][C:11]([C:14]([F:17])([F:16])[F:15])=[CH:10][C:9]=1[NH:18][C:19](=[O:38])[CH2:20][C:21]([C:23]1[CH:28]=[CH:27][CH:26]=[C:25]([C:29]2[CH:34]=[CH:33][N:32]=[C:31]([CH:35]3[CH2:37][CH2:36]3)[CH:30]=2)[CH:24]=1)=O)(C)(C)C.C(O)(C(F)(F)F)=O, predict the reaction product. The product is: [CH:35]1([C:31]2[CH:30]=[C:29]([C:25]3[CH:24]=[C:23]([C:21]4[CH2:20][C:19](=[O:38])[NH:18][C:9]5[CH:10]=[C:11]([C:14]([F:15])([F:17])[F:16])[CH:12]=[CH:13][C:8]=5[N:7]=4)[CH:28]=[CH:27][CH:26]=3)[CH:34]=[CH:33][N:32]=2)[CH2:36][CH2:37]1.